Dataset: Peptide-MHC class I binding affinity with 185,985 pairs from IEDB/IMGT. Task: Regression. Given a peptide amino acid sequence and an MHC pseudo amino acid sequence, predict their binding affinity value. This is MHC class I binding data. The peptide sequence is LLKWKKTDY. The MHC is HLA-B08:01 with pseudo-sequence HLA-B08:01. The binding affinity (normalized) is 0.0847.